This data is from Forward reaction prediction with 1.9M reactions from USPTO patents (1976-2016). The task is: Predict the product of the given reaction. (1) Given the reactants [Cl:1][C:2]1[CH:7]=[CH:6][C:5]([CH:8]([OH:29])[CH2:9][CH2:10][N:11]2[CH2:16][CH2:15][CH:14]([C:17]3[CH:18]=[C:19]([NH:23][C:24](=[O:28])[CH:25]([CH3:27])[CH3:26])[CH:20]=[CH:21][CH:22]=3)[CH2:13][CH2:12]2)=[CH:4][CH:3]=1.[Cl:30][C:31]1[CH:36]=[CH:35][C:34](O)=[CH:33][CH:32]=1, predict the reaction product. The product is: [Cl:30][C:31]1[CH:36]=[CH:35][C:34]([O:29][CH:8]([C:5]2[CH:4]=[CH:3][C:2]([Cl:1])=[CH:7][CH:6]=2)[CH2:9][CH2:10][N:11]2[CH2:16][CH2:15][CH:14]([C:17]3[CH:18]=[C:19]([NH:23][C:24](=[O:28])[CH:25]([CH3:26])[CH3:27])[CH:20]=[CH:21][CH:22]=3)[CH2:13][CH2:12]2)=[CH:33][CH:32]=1. (2) The product is: [Cl:10][C:11]1[CH:12]=[CH:13][C:14]([NH:19][C:18]([C:20]2[C:29]3[C:24](=[CH:25][CH:26]=[CH:27][CH:28]=3)[CH:23]=[CH:22][CH:21]=2)=[O:17])=[C:15]([C:16]([N:32]2[CH2:37][CH2:36][CH2:35][CH2:34][CH:33]2[CH2:38][N:39]2[CH2:44][CH2:43][CH2:42][CH2:41][CH2:40]2)=[O:30])[CH:31]=1. Given the reactants C(N(C(C)C)CC)(C)C.[Cl:10][C:11]1[CH:12]=[CH:13][C:14]2[N:19]=[C:18]([C:20]3[C:29]4[C:24](=[CH:25][CH:26]=[CH:27][CH:28]=4)[CH:23]=[CH:22][CH:21]=3)[O:17][C:16](=[O:30])[C:15]=2[CH:31]=1.[NH:32]1[CH2:37][CH2:36][CH2:35][CH2:34][CH:33]1[CH2:38][N:39]1[CH2:44][CH2:43][CH2:42][CH2:41][CH2:40]1, predict the reaction product. (3) Given the reactants [F:1][C:2]1[CH:7]=[C:6]([F:8])[CH:5]=[CH:4][C:3]=1[C:9]1[CH:14]=[CH:13][CH:12]=[C:11]([N:15]2[CH2:20][CH2:19][NH:18][CH2:17][CH2:16]2)[CH:10]=1.[C:21]1([N:27]=[C:28]=[O:29])[CH:26]=[CH:25][CH:24]=[CH:23][CH:22]=1, predict the reaction product. The product is: [F:1][C:2]1[CH:7]=[C:6]([F:8])[CH:5]=[CH:4][C:3]=1[C:9]1[CH:14]=[CH:13][CH:12]=[C:11]([N:15]2[CH2:16][CH2:17][N:18]([C:28]([NH:27][C:21]3[CH:26]=[CH:25][CH:24]=[CH:23][CH:22]=3)=[O:29])[CH2:19][CH2:20]2)[CH:10]=1. (4) Given the reactants C[Al](C)C.[CH:5]1([N:8]2[CH2:14][CH2:13][CH2:12][N:11]([C:15]3[N:20]=[CH:19][C:18]([C:21]([O:23]C)=O)=[CH:17][N:16]=3)[CH2:10][CH2:9]2)[CH2:7][CH2:6]1.[CH3:25][O:26][C:27]1[CH:28]=[C:29]([CH2:35][CH2:36][C:37]2[CH:38]=[C:39]([NH2:42])[NH:40][N:41]=2)[CH:30]=[C:31]([O:33][CH3:34])[CH:32]=1, predict the reaction product. The product is: [CH:5]1([N:8]2[CH2:14][CH2:13][CH2:12][N:11]([C:15]3[N:16]=[CH:17][C:18]([C:21]([NH:42][C:39]4[NH:40][N:41]=[C:37]([CH2:36][CH2:35][C:29]5[CH:30]=[C:31]([O:33][CH3:34])[CH:32]=[C:27]([O:26][CH3:25])[CH:28]=5)[CH:38]=4)=[O:23])=[CH:19][N:20]=3)[CH2:10][CH2:9]2)[CH2:6][CH2:7]1. (5) Given the reactants [C:1]([CH2:3][C:4]([NH:6][C:7]1[CH:12]=[CH:11][C:10]([F:13])=[C:9]([F:14])[CH:8]=1)=[O:5])#[N:2].CO/[CH:17]=[CH:18]/[C:19](=O)[CH3:20].N12CCN(CC1)CC2.Cl, predict the reaction product. The product is: [F:14][C:9]1[CH:8]=[C:7]([N:6]2[C:19]([CH3:20])=[CH:18][CH:17]=[C:3]([C:1]#[N:2])[C:4]2=[O:5])[CH:12]=[CH:11][C:10]=1[F:13]. (6) The product is: [F:23][C:24]1[CH:29]=[CH:28][CH:27]=[C:26]([F:30])[C:25]=1[C:31]1[CH:39]=[CH:38][CH:37]=[C:36]2[C:32]=1/[C:33](=[CH:21]/[C:19]1[NH:18][C:13]3[CH2:14][CH2:15][CH2:16][CH2:17][N:11]([C:9](=[O:10])[CH2:8][CH2:7][N:1]4[CH2:2][CH2:3][CH2:4][CH2:5][CH2:6]4)[C:12]=3[CH:20]=1)/[C:34](=[O:40])[NH:35]2. Given the reactants [N:1]1([CH2:7][CH2:8][C:9]([N:11]2[CH2:17][CH2:16][CH2:15][CH2:14][C:13]3[NH:18][C:19]([CH:21]=O)=[CH:20][C:12]2=3)=[O:10])[CH2:6][CH2:5][CH2:4][CH2:3][CH2:2]1.[F:23][C:24]1[CH:29]=[CH:28][CH:27]=[C:26]([F:30])[C:25]=1[C:31]1[CH:39]=[CH:38][CH:37]=[C:36]2[C:32]=1[CH2:33][C:34](=[O:40])[NH:35]2, predict the reaction product.